Dataset: Drug-target binding data from BindingDB using IC50 measurements. Task: Regression. Given a target protein amino acid sequence and a drug SMILES string, predict the binding affinity score between them. We predict pIC50 (pIC50 = -log10(IC50 in M); higher means more potent). Dataset: bindingdb_ic50. (1) The small molecule is CNc1nnc(-c2cc3cc(Cl)ccc3oc2=O)s1. The target protein (P10696) has sequence MQGPWVLLLLGLRLQLSLGIIPVEEENPDFWNRQAAEALGAAKKLQPAQTAAKNLIIFLGDGMGVSTVTAARILKGQKKDKLGPETFLAMDRFPYVALSKTYSVDKHVPDSGATATAYLCGVKGNFQTIGLSAAARFNQCNTTRGNEVISVMNRAKKAGKSVGVVTTTRVQHASPAGAYAHTVNRNWYSDADVPASARQEGCQDIATQLISNMDIDVILGGGRKYMFPMGTPDPEYPDDYSQGGTRLDGKNLVQEWLAKHQGARYVWNRTELLQASLDPSVTHLMGLFEPGDMKYEIHRDSTLDPSLMEMTEAALLLLSRNPRGFFLFVEGGRIDHGHHESRAYRALTETIMFDDAIERAGQLTSEEDTLSLVTADHSHVFSFGGYPLRGSSIFGLAPGKARDRKAYTVLLYGNGPGYVLKDGARPDVTESESGSPEYRQQSAVPLDGETHAGEDVAVFARGPQAHLVHGVQEQTFIAHVMAFAACLEPYTACDLAPRAG.... The pIC50 is 4.0. (2) The drug is Nc1ncc(-c2cc(N3CCC(=O)CC3)nc(N3CCOCC3)n2)c(C(F)(F)F)n1. The target protein (Q9Z1L0) has sequence MCFRSIMPPAMADTLDIWAVDSQIASDGSISVDFLLPTGIYIQLEVPREATISYIKQMLWKQVHNYPMFNLLMDIDSYMFACVNQTAVYEELEDETRRLCDVRPFLPVLKLVTRSCDPAEKLDSKIGVLIGKGLHEFDALKDPEVNEFRRKMRKFSEDKIQSLVGLSWIDWLKHTYPPEHEPSVLENLEDKLYGGKLVVAVHFENSQDVFSFQVSPNLNPIKINELAIQKRLTIRGKEEEASPCDYVLQVSGRVEYVFGDHPLIQFQYIRNCVMNRTLPHFILVECCKIKKMYEQEMIAIEAAINRNSSSLPLPLPPKKTRVISHVWGNNNPFQIVLVKGNKLNTEETVKVHVRAGLFHGTELLCKTVVSSEISGKNDHIWNEQLEFDINICDLPRMARLCFAVYAVLDKVKTKKSTKTINPSKYQTIRKAGKVHYPVAWVNTMVFDFKGQLRSGDVILHSWSSFPDELEEMLNPMGTVQTNPYAENATALHIKFPENKK.... The pIC50 is 5.3. (3) The small molecule is FC(F)(F)c1cccc(Nc2nccc(-c3ccnc(N4CCOCC4)c3)n2)c1. The target protein (Q96Q15) has sequence MSRRAPGSRLSSGGGGGGTKYPRSWNDWQPRTDSASADPDNLKYSSSRDRGGSSSYGLQPSNSAVVSRQRHDDTRVHADIQNDEKGGYSVNGGSGENTYGRKSLGQELRVNNVTSPEFTSVQHGSRALATKDMRKSQERSMSYSDESRLSNLLRRITREDDRDRRLATVKQLKEFIQQPENKLVLVKQLDNILAAVHDVLNESSKLLQELRQEGACCLGLLCASLSYEAEKIFKWIFSKFSSSAKDEVKLLYLCATYKALETVGEKKAFSSVMQLVMTSLQSILENVDTPELLCKCVKCILLVARCYPHIFSTNFRDTVDILVGWHIDHTQKPSLTQQVSGWLQSLEPFWVADLAFSTTLLGQFLEDMEAYAEDLSHVASGESVDEDVPPPSVSLPKLAALLRVFSTVVRSIGERFSPIRGPPITEAYVTDVLYRVMRCVTAANQVFFSEAVLTAANECVGVLLGSLDPSMTIHCDMVITYGLDQLENCQTCGTDYIISV.... The pIC50 is 6.6.